This data is from Reaction yield outcomes from USPTO patents with 853,638 reactions. The task is: Predict the reaction yield, written as a fraction of the theoretical maximum amount of product (1.0 means a 100% yield; for example, 0.34 means a 34% yield). (1) The reactants are C([O:5][C:6]([C:8]1[CH:13]=[CH:12][C:11]([C:14]2[C:15]([CH3:59])([CH3:58])[C@H:16]3[C@:29]([CH3:32])([CH2:30][CH:31]=2)[C@@H:28]2[C@:19]([CH3:57])([C@@:20]4([CH3:56])[C@H:25]([CH2:26][CH2:27]2)[C@H:24]2[C@H:33]([C:36]([CH3:38])=[CH2:37])[CH2:34][CH2:35][C@:23]2([CH2:39][NH:40][CH2:41][CH2:42][N:43]2[CH2:48][CH2:47][N:46](C(OC(C)(C)C)=O)[CH2:45][CH2:44]2)[CH2:22][CH2:21]4)[CH2:18][CH2:17]3)=[CH:10][CH:9]=1)=[O:7])(C)(C)C.C(O)(C(F)(F)F)=O. The catalyst is C(Cl)Cl. The product is [CH3:56][C@:20]12[C@@:19]3([CH3:57])[C@@H:28]([C@:29]4([CH3:32])[C@@H:16]([CH2:17][CH2:18]3)[C:15]([CH3:58])([CH3:59])[C:14]([C:11]3[CH:12]=[CH:13][C:8]([C:6]([OH:7])=[O:5])=[CH:9][CH:10]=3)=[CH:31][CH2:30]4)[CH2:27][CH2:26][C@@H:25]1[C@H:24]1[C@H:33]([C:36]([CH3:38])=[CH2:37])[CH2:34][CH2:35][C@:23]1([CH2:39][NH:40][CH2:41][CH2:42][N:43]1[CH2:44][CH2:45][NH:46][CH2:47][CH2:48]1)[CH2:22][CH2:21]2. The yield is 0.164. (2) The reactants are [CH:1]([C:4]1[N:9]=[C:8]([C:10]2[CH:19]=[C:18]([O:20][CH:21]3[CH2:38][CH:37]4[CH:23]([C:24](=[O:44])[N:25]([CH3:43])[CH2:26][CH2:27][CH2:28][CH2:29][CH:30]=[CH:31][CH:32]5[C:34]([C:40](O)=[O:41])([NH:35][C:36]4=[O:39])[CH2:33]5)[CH2:22]3)[C:17]3[C:12](=[C:13]([CH3:47])[C:14]([O:45][CH3:46])=[CH:15][CH:16]=3)[N:11]=2)[CH:7]=[CH:6][CH:5]=1)([CH3:3])[CH3:2].C(Cl)CCl.[CH:52]1([S:55]([NH2:58])(=[O:57])=[O:56])[CH2:54][CH2:53]1.C1CCN2C(=NCCC2)CC1. The catalyst is CN(C1C=CN=CC=1)C.CN(C=O)C.C(O)(=O)C. The product is [CH:1]([C:4]1[N:9]=[C:8]([C:10]2[CH:19]=[C:18]([O:20][CH:21]3[CH2:38][CH:37]4[CH:23]([C:24](=[O:44])[N:25]([CH3:43])[CH2:26][CH2:27][CH2:28][CH2:29][CH:30]=[CH:31][CH:32]5[C:34]([C:40]([NH:58][S:55]([CH:52]6[CH2:54][CH2:53]6)(=[O:57])=[O:56])=[O:41])([NH:35][C:36]4=[O:39])[CH2:33]5)[CH2:22]3)[C:17]3[C:12](=[C:13]([CH3:47])[C:14]([O:45][CH3:46])=[CH:15][CH:16]=3)[N:11]=2)[CH:7]=[CH:6][CH:5]=1)([CH3:2])[CH3:3]. The yield is 0.390.